Dataset: NCI-60 drug combinations with 297,098 pairs across 59 cell lines. Task: Regression. Given two drug SMILES strings and cell line genomic features, predict the synergy score measuring deviation from expected non-interaction effect. (1) Drug 1: CN(CC1=CN=C2C(=N1)C(=NC(=N2)N)N)C3=CC=C(C=C3)C(=O)NC(CCC(=O)O)C(=O)O. Drug 2: C1CC(C1)(C(=O)O)C(=O)O.[NH2-].[NH2-].[Pt+2]. Cell line: SK-MEL-28. Synergy scores: CSS=6.84, Synergy_ZIP=-3.84, Synergy_Bliss=-2.20, Synergy_Loewe=-7.48, Synergy_HSA=-7.27. (2) Drug 1: C1=NC2=C(N=C(N=C2N1C3C(C(C(O3)CO)O)O)F)N. Drug 2: C1CN(P(=O)(OC1)NCCCl)CCCl. Cell line: HCT-15. Synergy scores: CSS=-7.19, Synergy_ZIP=2.40, Synergy_Bliss=-9.88, Synergy_Loewe=-13.9, Synergy_HSA=-10.6. (3) Drug 1: C1=C(C(=O)NC(=O)N1)F. Drug 2: C(=O)(N)NO. Cell line: SK-MEL-2. Synergy scores: CSS=23.7, Synergy_ZIP=-0.531, Synergy_Bliss=-3.10, Synergy_Loewe=-30.0, Synergy_HSA=-5.42. (4) Drug 1: C1=C(C(=O)NC(=O)N1)F. Drug 2: C(CN)CNCCSP(=O)(O)O. Cell line: DU-145. Synergy scores: CSS=33.5, Synergy_ZIP=1.46, Synergy_Bliss=0.584, Synergy_Loewe=-12.6, Synergy_HSA=0.683. (5) Drug 1: CC1=C2C(C(=O)C3(C(CC4C(C3C(C(C2(C)C)(CC1OC(=O)C(C(C5=CC=CC=C5)NC(=O)OC(C)(C)C)O)O)OC(=O)C6=CC=CC=C6)(CO4)OC(=O)C)OC)C)OC. Drug 2: N.N.Cl[Pt+2]Cl. Cell line: IGROV1. Synergy scores: CSS=42.1, Synergy_ZIP=9.75, Synergy_Bliss=10.2, Synergy_Loewe=-2.96, Synergy_HSA=11.0. (6) Drug 1: CS(=O)(=O)C1=CC(=C(C=C1)C(=O)NC2=CC(=C(C=C2)Cl)C3=CC=CC=N3)Cl. Drug 2: C1CCC(CC1)NC(=O)N(CCCl)N=O. Cell line: UACC62. Synergy scores: CSS=32.7, Synergy_ZIP=0.827, Synergy_Bliss=2.68, Synergy_Loewe=-2.46, Synergy_HSA=2.28. (7) Drug 1: CS(=O)(=O)C1=CC(=C(C=C1)C(=O)NC2=CC(=C(C=C2)Cl)C3=CC=CC=N3)Cl. Drug 2: CC1=C(C(CCC1)(C)C)C=CC(=CC=CC(=CC(=O)O)C)C. Cell line: SW-620. Synergy scores: CSS=-3.02, Synergy_ZIP=3.62, Synergy_Bliss=-0.526, Synergy_Loewe=-5.32, Synergy_HSA=-5.35.